Dataset: Forward reaction prediction with 1.9M reactions from USPTO patents (1976-2016). Task: Predict the product of the given reaction. Given the reactants [Cl:1][C:2]1[CH:7]=[CH:6][C:5]([C:8]2[CH:9]=[C:10]([C:20](O)=[O:21])[CH:11]=[N:12][C:13]=2[O:14][CH2:15][C:16]([F:19])([F:18])[F:17])=[CH:4][CH:3]=1.[CH3:23][C:24]([O:27][C:28]([N:30]1[CH2:35][CH2:34][N:33]([NH2:36])[CH2:32][CH2:31]1)=[O:29])([CH3:26])[CH3:25], predict the reaction product. The product is: [C:24]([O:27][C:28]([N:30]1[CH2:31][CH2:32][N:33]([NH:36][C:20]([C:10]2[CH:11]=[N:12][C:13]([O:14][CH2:15][C:16]([F:19])([F:18])[F:17])=[C:8]([C:5]3[CH:6]=[CH:7][C:2]([Cl:1])=[CH:3][CH:4]=3)[CH:9]=2)=[O:21])[CH2:34][CH2:35]1)=[O:29])([CH3:23])([CH3:25])[CH3:26].